Dataset: Forward reaction prediction with 1.9M reactions from USPTO patents (1976-2016). Task: Predict the product of the given reaction. (1) Given the reactants [NH:1]1[C:5]2=[N:6][CH:7]=[C:8]([NH2:10])[CH:9]=[C:4]2[CH:3]=[CH:2]1.[Cl:11][C:12]1[C:20]([NH:21][S:22]([CH2:25][CH2:26][CH3:27])(=[O:24])=[O:23])=[CH:19][CH:18]=[C:17]([Cl:28])[C:13]=1[C:14](O)=[O:15].Cl.CN(C)CCCN=C=NCC.ON1C2C=CC=CC=2N=N1, predict the reaction product. The product is: [Cl:11][C:12]1[C:20]([NH:21][S:22]([CH2:25][CH2:26][CH3:27])(=[O:23])=[O:24])=[CH:19][CH:18]=[C:17]([Cl:28])[C:13]=1[C:14]([NH:10][C:8]1[CH:9]=[C:4]2[CH:3]=[CH:2][NH:1][C:5]2=[N:6][CH:7]=1)=[O:15]. (2) Given the reactants [CH3:1][C:2]1[N:3]([C:7]2[CH:12]=[CH:11][C:10]([NH:13][C:14]([NH2:16])=[NH:15])=[CH:9][CH:8]=2)[CH:4]=[CH:5][N:6]=1.O=[C:18]1[CH2:23][CH2:22][N:21]([C:24]([O:26][C:27]([CH3:30])([CH3:29])[CH3:28])=[O:25])[CH2:20][CH:19]1[C:31](=O)[CH2:32][C:33]1[CH:38]=[CH:37][CH:36]=[CH:35][CH:34]=1.[O-]CC.[Na+], predict the reaction product. The product is: [CH2:32]([C:31]1[C:19]2[CH2:20][N:21]([C:24]([O:26][C:27]([CH3:30])([CH3:29])[CH3:28])=[O:25])[CH2:22][CH2:23][C:18]=2[N:15]=[C:14]([NH:13][C:10]2[CH:9]=[CH:8][C:7]([N:3]3[CH:4]=[CH:5][N:6]=[C:2]3[CH3:1])=[CH:12][CH:11]=2)[N:16]=1)[C:33]1[CH:34]=[CH:35][CH:36]=[CH:37][CH:38]=1. (3) Given the reactants [CH:1]([NH:4][CH:5]([CH3:7])[CH3:6])([CH3:3])C.[Li][CH2:9][CH2:10][CH2:11][CH3:12].[Li+].[CH3:14][CH:15]([N-:17]C(C)C)C.[N:21]1[C:30]2[C:25](=[CH:26][CH:27]=[CH:28][CH:29]=2)[CH:24]=[CH:23][C:22]=1[CH2:31][CH2:32][NH2:33].C1C[O:37][CH2:36]C1, predict the reaction product. The product is: [N:17]1[CH:15]=[CH:14][C:11]([C:12]2[CH:3]=[CH:1][N:4]=[C:5]3[CH2:7][N:33]([CH2:32][CH2:31][C:22]4[CH:23]=[CH:24][C:25]5[C:30](=[CH:29][CH:28]=[CH:27][CH:26]=5)[N:21]=4)[C:36](=[O:37])[C:6]=23)=[CH:10][CH:9]=1. (4) Given the reactants Br[C:2]1[CH:7]=[CH:6][C:5]([N+:8]([O-:10])=[O:9])=[C:4]([O:11][CH:12]([CH3:14])[CH3:13])[CH:3]=1.[CH3:15][O:16][C:17]1[CH:18]=[N:19][CH:20]=[CH:21][C:22]=1B1OC(C)(C)C(C)(C)O1.C(=O)([O-])[O-].[Cs+].[Cs+], predict the reaction product. The product is: [CH3:15][O:16][C:17]1[CH:18]=[N:19][CH:20]=[CH:21][C:22]=1[C:2]1[CH:7]=[CH:6][C:5]([N+:8]([O-:10])=[O:9])=[C:4]([O:11][CH:12]([CH3:14])[CH3:13])[CH:3]=1. (5) The product is: [C:1]([O:5][C:6]([N:8]1[C@@H:9]([C:16]2[CH:17]=[CH:18][CH:19]=[CH:20][CH:21]=2)[C@@H:10]([C:11]([O:13][CH3:14])=[O:12])[O:15][C:22]1([CH3:27])[CH3:23])=[O:7])([CH3:4])([CH3:2])[CH3:3]. Given the reactants [C:1]([O:5][C:6]([NH:8][C@@H:9]([C:16]1[CH:21]=[CH:20][CH:19]=[CH:18][CH:17]=1)[C@H:10]([OH:15])[C:11]([O:13][CH3:14])=[O:12])=[O:7])([CH3:4])([CH3:3])[CH3:2].[C:22]1(C)[CH:27]=CC=C[CH:23]=1.COC(C)=C.C1(C)C=CC(S([O-])(=O)=O)=CC=1.[NH+]1C=CC=CC=1, predict the reaction product. (6) Given the reactants Cl[C:2]1[CH:7]=[C:6]([C:8]2[CH:13]=[C:12]([Cl:14])[CH:11]=[CH:10][C:9]=2[Cl:15])[N:5]=[C:4]([NH2:16])[N:3]=1.[Br:17][C:18]1[CH:24]=[CH:23][C:21]([NH2:22])=[CH:20][CH:19]=1.C(OCC)(=O)C, predict the reaction product. The product is: [Br:17][C:18]1[CH:24]=[CH:23][C:21]([NH:22][C:2]2[CH:7]=[C:6]([C:8]3[CH:13]=[C:12]([Cl:14])[CH:11]=[CH:10][C:9]=3[Cl:15])[N:5]=[C:4]([NH2:16])[N:3]=2)=[CH:20][CH:19]=1. (7) Given the reactants Br[C:2]1[N:7]=[CH:6][C:5]([CH2:8][N:9]2[C:18]3[CH:17]=[CH:16][CH:15]=[CH:14][C:13]=3[C:12]3=[N:19][N:20]([C:23]4[CH:28]=[CH:27][CH:26]=[CH:25][C:24]=4[CH3:29])[C:21](=[O:22])[C:11]3=[N:10]2)=[CH:4][CH:3]=1.[CH3:30][N:31]1[CH:35]=[C:34](B2OC(C)(C)C(C)(C)O2)[CH:33]=[N:32]1.C1(P(C2CCCCC2)C2C=CC=CC=2C2C(C(C)C)=CC(C(C)C)=CC=2C(C)C)CCCCC1.C(=O)([O-])[O-].[K+].[K+], predict the reaction product. The product is: [CH3:29][C:24]1[CH:25]=[CH:26][CH:27]=[CH:28][C:23]=1[N:20]1[C:21](=[O:22])[C:11]2=[N:10][N:9]([CH2:8][C:5]3[CH:6]=[N:7][C:2]([C:34]4[CH:33]=[N:32][N:31]([CH3:30])[CH:35]=4)=[CH:3][CH:4]=3)[C:18]3[CH:17]=[CH:16][CH:15]=[CH:14][C:13]=3[C:12]2=[N:19]1. (8) Given the reactants [C:1]1([CH:7]2[NH:11][C@H:10]([C:12]([OH:14])=O)[CH2:9][S:8]2)[CH:6]=[CH:5][CH:4]=[CH:3][CH:2]=1.[CH2:15]([N:22]=[C:23]=[O:24])[C:16]1[CH:21]=[CH:20][CH:19]=[CH:18][CH:17]=1.Cl.O, predict the reaction product. The product is: [CH2:15]([N:22]1[C:12](=[O:14])[C@H:10]2[N:11]([C@H:7]([C:1]3[CH:2]=[CH:3][CH:4]=[CH:5][CH:6]=3)[S:8][CH2:9]2)[C:23]1=[O:24])[C:16]1[CH:21]=[CH:20][CH:19]=[CH:18][CH:17]=1.